This data is from Forward reaction prediction with 1.9M reactions from USPTO patents (1976-2016). The task is: Predict the product of the given reaction. Given the reactants [C:1]([O:5][C:6]([N:8]1[C@H:13]([C:14]([OH:16])=O)[CH2:12][C@:11]2([CH2:17][OH:18])[C@H:9]1[CH2:10]2)=[O:7])([CH3:4])([CH3:3])[CH3:2].[CH3:19][C:20]1([CH3:27])[CH2:25][CH2:24][CH2:23][CH:22]([NH2:26])[CH2:21]1.CN(C(ON1N=NC2C=CC=CC1=2)=[N+](C)C)C.F[P-](F)(F)(F)(F)F.CCN(C(C)C)C(C)C, predict the reaction product. The product is: [C:1]([O:5][C:6]([N:8]1[C@H:13]([C:14](=[O:16])[NH:26][CH:22]2[CH2:23][CH2:24][CH2:25][C:20]([CH3:27])([CH3:19])[CH2:21]2)[CH2:12][C@:11]2([CH2:17][OH:18])[C@H:9]1[CH2:10]2)=[O:7])([CH3:2])([CH3:3])[CH3:4].